Dataset: CYP3A4 inhibition data for predicting drug metabolism from PubChem BioAssay. Task: Regression/Classification. Given a drug SMILES string, predict its absorption, distribution, metabolism, or excretion properties. Task type varies by dataset: regression for continuous measurements (e.g., permeability, clearance, half-life) or binary classification for categorical outcomes (e.g., BBB penetration, CYP inhibition). Dataset: cyp3a4_veith. The compound is CN(C)S(=O)(=O)Oc1ccsc1C(=O)Nc1ccc(Cl)c(Cl)c1. The result is 1 (inhibitor).